From a dataset of Catalyst prediction with 721,799 reactions and 888 catalyst types from USPTO. Predict which catalyst facilitates the given reaction. (1) Reactant: [CH2:1]([N:3]([CH2:7][CH3:8])[CH2:4][CH2:5][NH2:6])[CH3:2].S=[C:10]1[CH2:14][S:13][C:12](=[O:15])[NH:11]1.[Cl:16][C:17]1[CH:24]=[C:23]([O:25][C:26]2[CH:31]=[CH:30][C:29]([CH:32]=O)=[CH:28][C:27]=2[O:34][CH3:35])[CH:22]=[CH:21][C:18]=1[C:19]#[N:20].CC(C)([O-])C.[K+].[Cl-].[NH4+]. Product: [Cl:16][C:17]1[CH:24]=[C:23]([O:25][C:26]2[CH:31]=[CH:30][C:29](/[CH:32]=[C:14]3/[C:10]([NH:6][CH2:5][CH2:4][N:3]([CH2:7][CH3:8])[CH2:1][CH3:2])=[N:11][C:12](=[O:15])[S:13]/3)=[CH:28][C:27]=2[O:34][CH3:35])[CH:22]=[CH:21][C:18]=1[C:19]#[N:20]. The catalyst class is: 8. (2) Reactant: [C:1]([Si:5]([CH3:8])([CH3:7])Cl)([CH3:4])([CH3:3])[CH3:2].N1C=CN=C1.[OH:14][CH2:15][C:16]1[CH:17]=[C:18]([CH:23]=[C:24]([CH2:26][OH:27])[CH:25]=1)[C:19]([O:21][CH3:22])=[O:20].C(=O)(O)[O-].[Na+]. Product: [Si:5]([O:14][CH2:15][C:16]1[CH:17]=[C:18]([CH:23]=[C:24]([CH2:26][OH:27])[CH:25]=1)[C:19]([O:21][CH3:22])=[O:20])([C:1]([CH3:4])([CH3:3])[CH3:2])([CH3:8])[CH3:7]. The catalyst class is: 9. (3) Reactant: [CH3:1][O:2][CH2:3][CH2:4][O:5][CH2:6][CH2:7][O:8][CH2:9][CH2:10][O:11][CH2:12][CH2:13][O:14][CH2:15][CH2:16][O:17][C:18]1[CH:19]=[C:20]([CH:22]=[C:23]([O:25][CH3:26])[CH:24]=1)[NH2:21].Cl[C:28]1[N:33]=[C:32]([O:34][C:35]2[C:44]3[C:39](=[CH:40][CH:41]=[CH:42][CH:43]=3)[C:38]([NH:45][C:46]([NH:48][C:49]3[N:53]([C:54]4[CH:59]=[CH:58][C:57]([CH3:60])=[CH:56][CH:55]=4)[N:52]=[C:51]([CH:61]([CH3:63])[CH3:62])[CH:50]=3)=[O:47])=[CH:37][CH:36]=2)[CH:31]=[CH:30][N:29]=1.C1COCC1. Product: [CH3:1][O:2][CH2:3][CH2:4][O:5][CH2:6][CH2:7][O:8][CH2:9][CH2:10][O:11][CH2:12][CH2:13][O:14][CH2:15][CH2:16][O:17][C:18]1[CH:19]=[C:20]([NH:21][C:28]2[N:33]=[C:32]([O:34][C:35]3[C:44]4[C:39](=[CH:40][CH:41]=[CH:42][CH:43]=4)[C:38]([NH:45][C:46]([NH:48][C:49]4[N:53]([C:54]5[CH:55]=[CH:56][C:57]([CH3:60])=[CH:58][CH:59]=5)[N:52]=[C:51]([CH:61]([CH3:63])[CH3:62])[CH:50]=4)=[O:47])=[CH:37][CH:36]=3)[CH:31]=[CH:30][N:29]=2)[CH:22]=[C:23]([O:25][CH3:26])[CH:24]=1. The catalyst class is: 39.